From a dataset of Forward reaction prediction with 1.9M reactions from USPTO patents (1976-2016). Predict the product of the given reaction. (1) Given the reactants [NH2:1][C:2]1[CH:3]=[C:4]([NH:8][C:9]2[C:18]3[C:13](=[C:14]([Br:19])[CH:15]=[CH:16][CH:17]=3)[CH:12]=[CH:11][N:10]=2)[CH:5]=[CH:6][CH:7]=1.I.[C:21](=[NH:30])(SC)[C:22]1[CH:27]=[CH:26][CH:25]=[CH:24][CH:23]=1.ClCCl.C(=O)([O-])[O-].[K+].[K+], predict the reaction product. The product is: [Br:19][C:14]1[CH:15]=[CH:16][CH:17]=[C:18]2[C:13]=1[CH:12]=[CH:11][N:10]=[C:9]2[NH:8][C:4]1[CH:3]=[C:2]([NH:1][C:21](=[NH:30])[C:22]2[CH:27]=[CH:26][CH:25]=[CH:24][CH:23]=2)[CH:7]=[CH:6][CH:5]=1. (2) Given the reactants [C:1]12([CH2:11][S:12]([OH:15])(=[O:14])=[O:13])[C:8]([CH3:10])([CH3:9])[CH:5]([CH2:6][CH2:7]1)[CH2:4][C:2]2=[O:3].[F:16][C:17]1[CH:18]=[C:19]([NH2:28])[CH:20]=[C:21]2[C:25]=1[C:24]([CH3:27])([CH3:26])[CH2:23][CH2:22]2, predict the reaction product. The product is: [C:1]12([CH2:11][S:12]([OH:15])(=[O:13])=[O:14])[C:8]([CH3:10])([CH3:9])[CH:5]([CH2:6][CH2:7]1)[CH2:4][C:2]2=[O:3].[F:16][C:17]1[CH:18]=[C:19]([NH2:28])[CH:20]=[C:21]2[C:25]=1[C:24]([CH3:26])([CH3:27])[CH2:23][CH2:22]2. (3) Given the reactants [Br:1][C:2]1[C:7]([OH:8])=[CH:6][CH:5]=[CH:4][N:3]=1.C(=O)([O-])[O-].[K+].[K+].[CH2:15](Br)[C:16]1[CH:21]=[CH:20][CH:19]=[CH:18][CH:17]=1.O, predict the reaction product. The product is: [CH2:15]([O:8][C:7]1[C:2]([Br:1])=[N:3][CH:4]=[CH:5][CH:6]=1)[C:16]1[CH:21]=[CH:20][CH:19]=[CH:18][CH:17]=1. (4) Given the reactants [F:1][C:2]([F:14])([F:13])[C:3]([C:5]1[S:9][C:8]([C:10]([OH:12])=O)=[CH:7][CH:6]=1)=[O:4].N=C=N.[CH3:18][NH:19][CH2:20][C:21]1[CH:30]=[C:29]2[C:24]([CH:25]=[CH:26][CH:27]=[N:28]2)=[CH:23][CH:22]=1.C(=O)([O-])[O-].[N-]=C=O, predict the reaction product. The product is: [CH3:18][N:19]([CH2:20][C:21]1[CH:30]=[C:29]2[C:24]([CH:25]=[CH:26][CH:27]=[N:28]2)=[CH:23][CH:22]=1)[C:10]([C:8]1[S:9][C:5]([C:3](=[O:4])[C:2]([F:1])([F:14])[F:13])=[CH:6][CH:7]=1)=[O:12]. (5) Given the reactants [CH3:1][NH2:2].Br[CH2:4][C:5]1[N:10]=[C:9]([C:11]([F:14])([F:13])[F:12])[N:8]=[C:7]([C:15]([O:17]CC)=[O:16])[CH:6]=1.O.[OH-].[Li+].Cl, predict the reaction product. The product is: [CH3:1][NH:2][CH2:4][C:5]1[N:10]=[C:9]([C:11]([F:12])([F:13])[F:14])[N:8]=[C:7]([C:15]([OH:17])=[O:16])[CH:6]=1. (6) The product is: [NH:3]1[CH:4]=[C:5]([C:6]2[CH:16]=[CH:15][CH:14]=[CH:13][C:7]=2[C:8]([OH:10])=[O:9])[N:1]=[CH:2]1. Given the reactants [NH:1]1[C:5]([C:6]2[CH:16]=[CH:15][CH:14]=[CH:13][C:7]=2[C:8]([O:10]CC)=[O:9])=[CH:4][N:3]=[CH:2]1, predict the reaction product. (7) Given the reactants Cl[C:2]1[C:3]2[S:23](=[O:24])[CH2:22][CH2:21][C:4]=2[N:5]=[C:6]([N:8]2[CH2:13][CH2:12][N:11]([C:14]3[CH:19]=[CH:18][C:17]([Cl:20])=[CH:16][CH:15]=3)[CH2:10][CH2:9]2)[N:7]=1.[OH:25][C@H:26]1[CH2:30][NH:29][C@H:28]([C:31]([O:33][CH3:34])=[O:32])[CH2:27]1.C(N(C(C)C)CC)(C)C.O, predict the reaction product. The product is: [Cl:20][C:17]1[CH:18]=[CH:19][C:14]([N:11]2[CH2:12][CH2:13][N:8]([C:6]3[N:7]=[C:2]([N:29]4[CH2:30][C@H:26]([OH:25])[CH2:27][C@H:28]4[C:31]([O:33][CH3:34])=[O:32])[C:3]4[S:23](=[O:24])[CH2:22][CH2:21][C:4]=4[N:5]=3)[CH2:9][CH2:10]2)=[CH:15][CH:16]=1. (8) Given the reactants [CH3:1][C:2]1[CH:7]=[C:6]([C:8]([CH3:10])=[O:9])[C:5]([OH:11])=[C:4]([N+:12]([O-:14])=[O:13])[CH:3]=1.[CH2:15]([O:18][C:19]1[CH:26]=[CH:25][C:22]([CH:23]=O)=[CH:21][C:20]=1[CH2:27][O:28][CH2:29][CH:30]=[CH2:31])[CH:16]=[CH2:17], predict the reaction product. The product is: [CH2:15]([O:18][C:19]1[CH:26]=[CH:25][C:22](/[CH:23]=[CH:10]/[C:8]([C:6]2[CH:7]=[C:2]([CH3:1])[CH:3]=[C:4]([N+:12]([O-:14])=[O:13])[C:5]=2[OH:11])=[O:9])=[CH:21][C:20]=1[CH2:27][O:28][CH2:29][CH:30]=[CH2:31])[CH:16]=[CH2:17].